Dataset: Catalyst prediction with 721,799 reactions and 888 catalyst types from USPTO. Task: Predict which catalyst facilitates the given reaction. (1) Reactant: [C:1](N1C=CN=C1)([N:3]1[CH:7]=[CH:6][N:5]=[CH:4]1)=[O:2].[CH3:13][O:14][C:15]([CH:17]([C:24]1[CH:29]=[CH:28][C:27]([O:30][CH3:31])=[CH:26][CH:25]=1)[N:18]1[CH2:23][CH2:22][NH:21][CH2:20][CH2:19]1)=[O:16].C1CCN2C(=NCCC2)CC1.C(Cl)Cl. Product: [N:3]1([C:1]([N:21]2[CH2:22][CH2:23][N:18]([CH:17]([C:15]([O:14][CH3:13])=[O:16])[C:24]3[CH:29]=[CH:28][C:27]([O:30][CH3:31])=[CH:26][CH:25]=3)[CH2:19][CH2:20]2)=[O:2])[CH:7]=[CH:6][N:5]=[CH:4]1. The catalyst class is: 36. (2) Reactant: [CH3:1][O:2][C:3]([C:5]1([C:9](OC)=[O:10])[CH2:8][CH2:7][CH2:6]1)=[O:4].[H-].C(O[Al](OC(C)(C)C)OC(C)(C)C)(C)(C)C.[Li+]. Product: [CH3:1][O:2][C:3]([C:5]1([CH2:9][OH:10])[CH2:8][CH2:7][CH2:6]1)=[O:4]. The catalyst class is: 627.